Predict the reaction yield, written as a fraction of the theoretical maximum amount of product (1.0 means a 100% yield; for example, 0.34 means a 34% yield). From a dataset of Reaction yield outcomes from USPTO patents with 853,638 reactions. (1) The reactants are [CH3:1][C:2]1[CH:10]=[CH:9][C:8]([N+:11]([O-:13])=[O:12])=[CH:7][C:3]=1[C:4]([OH:6])=[O:5].OS(O)(=O)=O.[CH3:19]O. No catalyst specified. The product is [CH3:19][O:5][C:4](=[O:6])[C:3]1[CH:7]=[C:8]([N+:11]([O-:13])=[O:12])[CH:9]=[CH:10][C:2]=1[CH3:1]. The yield is 0.990. (2) The reactants are [CH2:1]([N:3]([CH2:37][CH3:38])[CH2:4][CH2:5][CH2:6][NH:7][C:8]1[N:9]=[C:10]([C:27]2[CH:28]=[C:29]([CH:33]=[CH:34][C:35]=2[CH3:36])[C:30]([OH:32])=O)[C:11]2[CH:17]=[CH:16][C:15](=[O:18])[N:14]([C:19]3[C:24]([F:25])=[CH:23][CH:22]=[CH:21][C:20]=3[F:26])[C:12]=2[N:13]=1)[CH3:2].CN(C(O[N:47]1N=N[C:49]2[CH:50]=CC=[CH:53][C:48]1=2)=[N+](C)C)C.F[P-](F)(F)(F)(F)F.C(N(CC)CC)C.C(N)(CC)C. The catalyst is CN(C=O)C. The product is [CH2:37]([N:3]([CH2:1][CH3:2])[CH2:4][CH2:5][CH2:6][NH:7][C:8]1[N:9]=[C:10]([C:27]2[CH:28]=[C:29]([CH:33]=[CH:34][C:35]=2[CH3:36])[C:30]([NH:47][CH:48]([CH3:53])[CH2:49][CH3:50])=[O:32])[C:11]2[CH:17]=[CH:16][C:15](=[O:18])[N:14]([C:19]3[C:20]([F:26])=[CH:21][CH:22]=[CH:23][C:24]=3[F:25])[C:12]=2[N:13]=1)[CH3:38]. The yield is 0.0900. (3) The reactants are [NH2:1][CH2:2][CH2:3][CH2:4][CH2:5][CH2:6][C:7]([N:9]1[CH2:13][CH:12]([OH:14])[CH2:11][CH:10]1[CH:15]([C:34]1[CH:39]=[CH:38][CH:37]=[CH:36][CH:35]=1)[O:16][CH:17]([C:26]1[CH:31]=[CH:30][C:29]([O:32][CH3:33])=[CH:28][CH:27]=1)[C:18]1[CH:23]=[CH:22][C:21]([O:24][CH3:25])=[CH:20][CH:19]=1)=[O:8].C(N(CC)CC)C.[CH2:47]([C:63]1([CH3:90])[CH2:72][CH2:71][C:70]2[C:65](=[C:66]([CH3:89])[C:67]([CH3:88])=[C:68]([O:74][CH2:75][CH2:76][O:77][C:78](=O)[O:79]N3C(=O)CCC3=O)[C:69]=2[CH3:73])[O:64]1)[CH2:48][CH2:49][CH2:50][CH2:51][CH2:52][CH2:53][CH2:54][CH2:55][CH2:56][CH2:57][CH2:58][CH2:59][CH2:60][CH2:61][CH3:62].CO.C(Cl)(Cl)Cl. The catalyst is ClCCl. The product is [CH2:47]([C:63]1([CH3:90])[CH2:72][CH2:71][C:70]2[C:65](=[C:66]([CH3:89])[C:67]([CH3:88])=[C:68]([O:74][CH2:75][CH2:76][O:77][C:78](=[O:79])[NH:1][CH2:2][CH2:3][CH2:4][CH2:5][CH2:6][C:7]([N:9]3[CH2:13][CH:12]([OH:14])[CH2:11][CH:10]3[CH:15]([C:34]3[CH:39]=[CH:38][CH:37]=[CH:36][CH:35]=3)[O:16][CH:17]([C:26]3[CH:31]=[CH:30][C:29]([O:32][CH3:33])=[CH:28][CH:27]=3)[C:18]3[CH:23]=[CH:22][C:21]([O:24][CH3:25])=[CH:20][CH:19]=3)=[O:8])[C:69]=2[CH3:73])[O:64]1)[CH2:48][CH2:49][CH2:50][CH2:51][CH2:52][CH2:53][CH2:54][CH2:55][CH2:56][CH2:57][CH2:58][CH2:59][CH2:60][CH2:61][CH3:62]. The yield is 0.880. (4) The reactants are Br[C:2]1[CH:9]=[CH:8][CH:7]=[CH:6][C:3]=1[CH:4]=[O:5].CC1(C)C(C)(C)OB([C:18]2[CH:19]=[N:20][NH:21][CH:22]=2)O1.C([O-])([O-])=O.[Na+].[Na+].O. The catalyst is CN(C=O)C.C1C=CC([P]([Pd]([P](C2C=CC=CC=2)(C2C=CC=CC=2)C2C=CC=CC=2)([P](C2C=CC=CC=2)(C2C=CC=CC=2)C2C=CC=CC=2)[P](C2C=CC=CC=2)(C2C=CC=CC=2)C2C=CC=CC=2)(C2C=CC=CC=2)C2C=CC=CC=2)=CC=1.CCOC(C)=O. The product is [NH:20]1[CH:19]=[C:18]([C:2]2[CH:9]=[CH:8][CH:7]=[CH:6][C:3]=2[CH:4]=[O:5])[CH:22]=[N:21]1. The yield is 0.390. (5) The reactants are [Cl-].O[NH3+:3].[C:4](=[O:7])([O-])[OH:5].[Na+].CS(C)=O.[CH:13]1([C:16]2[N:51]=[C:19]3[N:20]([CH2:43][C:44]4[CH:49]=[CH:48][C:47]([F:50])=[CH:46][CH:45]=4)[C:21](=[O:42])[C:22]([CH2:27][C:28]4[CH:33]=[CH:32][C:31]([C:34]5[C:35]([C:40]#[N:41])=[CH:36][CH:37]=[CH:38][CH:39]=5)=[CH:30][CH:29]=4)=[C:23]([CH2:24][CH2:25][CH3:26])[N:18]3[N:17]=2)[CH2:15][CH2:14]1. The catalyst is C(OCC)(=O)C. The product is [CH:13]1([C:16]2[N:51]=[C:19]3[N:20]([CH2:43][C:44]4[CH:49]=[CH:48][C:47]([F:50])=[CH:46][CH:45]=4)[C:21](=[O:42])[C:22]([CH2:27][C:28]4[CH:33]=[CH:32][C:31]([C:34]5[CH:39]=[CH:38][CH:37]=[CH:36][C:35]=5[C:40]5[NH:3][C:4](=[O:7])[O:5][N:41]=5)=[CH:30][CH:29]=4)=[C:23]([CH2:24][CH2:25][CH3:26])[N:18]3[N:17]=2)[CH2:14][CH2:15]1. The yield is 0.580. (6) The reactants are [F:1][C:2]1[CH:3]=[C:4]2[C:8](=[CH:9][CH:10]=1)[NH:7][C:6](=[O:11])/[C:5]/2=[CH:12]\[C:13]1[NH:17][C:16]([CH3:18])=[C:15]([C:19]([OH:21])=O)[C:14]=1[CH3:22].CN(C)C=O.F[P-](F)(F)(F)(F)F.N1(O[P+](N(C)C)(N(C)C)N(C)C)C2C=CC=CC=2N=N1.[NH2:55][CH2:56][CH2:57][N:58]1[CH2:62][CH2:61][CH2:60][CH2:59]1. The catalyst is C(N(CC)CC)C. The product is [N:58]1([CH2:57][CH2:56][NH:55][C:19]([C:15]2[C:14]([CH3:22])=[C:13](/[CH:12]=[C:5]3\[C:6](=[O:11])[NH:7][C:8]4[C:4]\3=[CH:3][C:2]([F:1])=[CH:10][CH:9]=4)[NH:17][C:16]=2[CH3:18])=[O:21])[CH2:62][CH2:61][CH2:60][CH2:59]1. The yield is 0.770. (7) The reactants are [CH3:1][C:2]([CH3:22])([CH2:8][C:9]1[CH:14]=[CH:13][C:12]([N+:15]([O-])=O)=[CH:11][C:10]=1[C:18]([F:21])([F:20])[F:19])[C:3]([O:5][CH2:6][CH3:7])=[O:4]. The catalyst is CO.[Pd]. The product is [NH2:15][C:12]1[CH:13]=[CH:14][C:9]([CH2:8][C:2]([CH3:1])([CH3:22])[C:3]([O:5][CH2:6][CH3:7])=[O:4])=[C:10]([C:18]([F:19])([F:20])[F:21])[CH:11]=1. The yield is 0.840. (8) The reactants are BrC1C=CC([N:8]2[CH2:13][CH2:12][N:11]([S:14]([CH2:17][C:18]3([C:24]([OH:26])=[O:25])[CH2:23][CH2:22][O:21][CH2:20][CH2:19]3)(=[O:16])=[O:15])[CH2:10][CH2:9]2)=CC=1.Cl.Cl.[F:29][C:30]1[CH:35]=[CH:34][C:33]([C:36]2[CH:37]=[N:38][C:39](N3CCNCC3)=[N:40][CH:41]=2)=[CH:32][CH:31]=1.COC(C1(S(Cl)(=O)=O)CCOC(C)C1)=O. No catalyst specified. The product is [F:29][C:30]1[CH:31]=[CH:32][C:33]([C:36]2[CH:41]=[N:40][C:39]([N:8]3[CH2:13][CH2:12][N:11]([S:14]([CH2:17][C:18]4([C:24]([OH:26])=[O:25])[CH2:19][CH2:20][O:21][CH2:22][CH2:23]4)(=[O:15])=[O:16])[CH2:10][CH2:9]3)=[N:38][CH:37]=2)=[CH:34][CH:35]=1. The yield is 0.810. (9) No catalyst specified. The product is [CH3:12][O:13][C:4](=[O:5])[CH2:3][CH:2]([CH3:1])[CH2:6][Cl:10]. The reactants are [CH3:1][CH:2]1[CH2:6][O:5][C:4](=O)[CH2:3]1.S(Cl)([Cl:10])=O.[CH3:12][OH:13]. The yield is 0.870. (10) The reactants are [I:1][C:2]1[CH:3]=[C:4]2[C:8](=[CH:9][CH:10]=1)[NH:7][N:6]=[C:5]2[C:11](N(OC)C)=[O:12].[H-].[Al+3].[Li+].[H-].[H-].[H-]. The catalyst is C1COCC1. The product is [I:1][C:2]1[CH:3]=[C:4]2[C:8](=[CH:9][CH:10]=1)[NH:7][N:6]=[C:5]2[CH:11]=[O:12]. The yield is 0.582.